This data is from Catalyst prediction with 721,799 reactions and 888 catalyst types from USPTO. The task is: Predict which catalyst facilitates the given reaction. (1) Reactant: [CH3:1][CH:2]([OH:105])[CH2:3][O:4][CH2:5][C@H:6]1[O:11][C@@H:10]2[O:12][C@H:13]3[C@H:18]([OH:19])[C@@H:17]([OH:20])[C@@H:16]([O:21][C@H:22]4[C@H:27]([OH:28])[C@@H:26]([OH:29])[C@@H:25]([O:30][C@H:31]5[C@H:36]([OH:37])[C@@H:35]([OH:38])[C@@H:34]([O:39][C@H:40]6[C@H:45]([OH:46])[C@@H:44]([OH:47])[C@@H:43]([O:48][C@H:49]7[C@H:54]([OH:55])[C@@H:53]([OH:56])[C@@H:52]([O:57][C@H:58]8[C@H:64]([OH:65])[C@@H:63]([OH:66])[C@@H:61]([O:62][C@H:7]1[C@H:8]([OH:104])[C@H:9]2[OH:103])[O:60][C@@H:59]8[CH2:67][O:68][CH2:69][CH:70]([OH:72])[CH3:71])[O:51][C@@H:50]7[CH2:73][O:74][CH2:75][CH:76]([OH:78])[CH3:77])[O:42][C@@H:41]6[CH2:79][O:80][CH2:81][CH:82]([OH:84])[CH3:83])[O:33][C@@H:32]5[CH2:85][O:86][CH2:87][CH:88]([OH:90])[CH3:89])[O:24][C@@H:23]4[CH2:91][O:92][CH2:93][CH:94]([OH:96])[CH3:95])[O:15][C@@H:14]3[CH2:97][O:98][CH2:99][CH:100]([OH:102])[CH3:101].[CH3:106][N:107]([CH2:114][CH2:115][O:116][C:117]1[CH:130]=[CH:129][C:120]([CH2:121][CH:122]2[S:126][C:125](=[O:127])[NH:124][C:123]2=[O:128])=[CH:119][CH:118]=1)[C:108]1[CH:113]=[CH:112][CH:111]=[CH:110][N:109]=1.C(O)(=O)C. Product: [CH3:106][N:107]([CH2:114][CH2:115][O:116][C:117]1[CH:130]=[CH:129][C:120]([CH2:121][CH:122]2[S:126][C:125](=[O:127])[NH:124][C:123]2=[O:128])=[CH:119][CH:118]=1)[C:108]1[CH:113]=[CH:112][CH:111]=[CH:110][N:109]=1.[CH3:71][CH:70]([OH:72])[CH2:69][O:68][CH2:67][C@H:59]1[O:60][C@@H:61]2[O:62][C@H:7]3[C@H:8]([OH:104])[C@@H:9]([OH:103])[C@@H:10]([O:12][C@H:13]4[C@H:18]([OH:19])[C@@H:17]([OH:20])[C@@H:16]([O:21][C@H:22]5[C@H:27]([OH:28])[C@@H:26]([OH:29])[C@@H:25]([O:30][C@H:31]6[C@H:36]([OH:37])[C@@H:35]([OH:38])[C@@H:34]([O:39][C@H:40]7[C@H:45]([OH:46])[C@@H:44]([OH:47])[C@@H:43]([O:48][C@H:49]8[C@H:54]([OH:55])[C@@H:53]([OH:56])[C@@H:52]([O:57][C@H:58]1[C@H:64]([OH:65])[C@H:63]2[OH:66])[O:51][C@@H:50]8[CH2:73][O:74][CH2:75][CH:76]([OH:78])[CH3:77])[O:42][C@@H:41]7[CH2:79][O:80][CH2:81][CH:82]([OH:84])[CH3:83])[O:33][C@@H:32]6[CH2:85][O:86][CH2:87][CH:88]([OH:90])[CH3:89])[O:24][C@@H:23]5[CH2:91][O:92][CH2:93][CH:94]([OH:96])[CH3:95])[O:15][C@@H:14]4[CH2:97][O:98][CH2:99][CH:100]([OH:102])[CH3:101])[O:11][C@@H:6]3[CH2:5][O:4][CH2:3][CH:2]([OH:105])[CH3:1]. The catalyst class is: 6. (2) Reactant: [Si:1]([O:8][C@@H:9]1[CH2:13][C@H:12]([OH:14])[CH:11]=[CH:10]1)([C:4]([CH3:7])([CH3:6])[CH3:5])([CH3:3])[CH3:2].C[N+]1([O-])CCOCC1. Product: [Si:1]([O:8][C@@H:9]1[CH2:13][C:12](=[O:14])[CH:11]=[CH:10]1)([C:4]([CH3:7])([CH3:6])[CH3:5])([CH3:3])[CH3:2]. The catalyst class is: 678.